Dataset: Full USPTO retrosynthesis dataset with 1.9M reactions from patents (1976-2016). Task: Predict the reactants needed to synthesize the given product. (1) Given the product [CH3:1][O:2][C:3](=[O:18])[C:4]1[CH:9]=[CH:8][C:7]([NH:10][C:30]([NH:45][C:42]2[CH:41]=[N:40][C:39]([CH3:38])=[CH:44][N:43]=2)=[O:36])=[C:6]([O:11][CH2:12][CH2:13][CH2:14][N:15]([CH3:16])[CH3:17])[CH:5]=1, predict the reactants needed to synthesize it. The reactants are: [CH3:1][O:2][C:3](=[O:18])[C:4]1[CH:9]=[CH:8][C:7]([NH2:10])=[C:6]([O:11][CH2:12][CH2:13][CH2:14][N:15]([CH3:17])[CH3:16])[CH:5]=1.C(N(CC)CC)C.ClC(Cl)(O[C:30](=[O:36])OC(Cl)(Cl)Cl)Cl.[CH3:38][C:39]1[N:40]=[CH:41][C:42]([NH2:45])=[N:43][CH:44]=1. (2) Given the product [C:1]([C:5]1[CH:10]=[CH:9][C:8]([C:11](=[O:21])[C:12]([C:14]2[CH:15]=[CH:16][N:17]=[CH:18][CH:19]=2)=[O:13])=[CH:7][CH:6]=1)([CH3:4])([CH3:2])[CH3:3], predict the reactants needed to synthesize it. The reactants are: [C:1]([C:5]1[CH:10]=[CH:9][C:8]([CH2:11][C:12]([C:14]2[CH:19]=[CH:18][N:17]=[CH:16][CH:15]=2)=[O:13])=[CH:7][CH:6]=1)([CH3:4])([CH3:3])[CH3:2].[Se](=O)=[O:21]. (3) Given the product [ClH:25].[ClH:59].[CH:37]1([NH:40][C:41]([C:43]2[C:51]3[CH:50]=[C:49]([C:52]4[C:57]([Br:58])=[CH:56][N:55]=[C:54]([NH:69][CH2:68][CH:67]=[C:65]5[CH2:66][C:61]([CH3:72])([CH3:60])[NH:62][C:63]([CH3:71])([CH3:70])[CH2:64]5)[N:53]=4)[S:48][C:47]=3[CH:46]=[CH:45][CH:44]=2)=[O:42])[CH2:39][CH2:38]1, predict the reactants needed to synthesize it. The reactants are: Cl.Cl.Cl.C1(NC(C2C3C=C(C4C([Cl:25])=CN=C(NCCCN5CCN(C)CC5)N=4)SC=3C=CC=2)=O)CC1.[CH:37]1([NH:40][C:41]([C:43]2[C:51]3[CH:50]=[C:49]([C:52]4[C:57]([Br:58])=[CH:56][N:55]=[C:54]([Cl:59])[N:53]=4)[S:48][C:47]=3[CH:46]=[CH:45][CH:44]=2)=[O:42])[CH2:39][CH2:38]1.[CH3:60][C:61]1([CH3:72])[CH2:66][C:65](=[CH:67][CH2:68][NH2:69])[CH2:64][C:63]([CH3:71])([CH3:70])[NH:62]1. (4) Given the product [CH3:24][O:25][C:26](=[O:45])[C:27]([CH3:28])([C:29]1[CH:30]=[CH:31][C:32]([C:2]2[CH:7]=[CH:6][C:5]([C:8]3[O:12][N:11]=[C:10]([CH3:13])[C:9]=3[CH2:14][S:15][CH2:16][CH2:17][C:18]3[CH:23]=[CH:22][CH:21]=[CH:20][CH:19]=3)=[CH:4][CH:3]=2)=[CH:33][CH:34]=1)[CH3:44], predict the reactants needed to synthesize it. The reactants are: Br[C:2]1[CH:7]=[CH:6][C:5]([C:8]2[O:12][N:11]=[C:10]([CH3:13])[C:9]=2[CH2:14][S:15][CH2:16][CH2:17][C:18]2[CH:23]=[CH:22][CH:21]=[CH:20][CH:19]=2)=[CH:4][CH:3]=1.[CH3:24][O:25][C:26](=[O:45])[C:27]([CH3:44])([C:29]1[CH:34]=[CH:33][C:32](B2OC(C)(C)C(C)(C)O2)=[CH:31][CH:30]=1)[CH3:28]. (5) Given the product [Cl:1][C:2]1[C:11]2[C:6](=[CH:7][C:8]([C:12](=[O:15])[CH:13]=[CH2:14])=[CH:9][CH:10]=2)[CH:5]=[CH:4][CH:3]=1, predict the reactants needed to synthesize it. The reactants are: [Cl:1][C:2]1[C:11]2[C:6](=[CH:7][CH:8]=[CH:9][CH:10]=2)[CH:5]=[CH:4][CH:3]=1.[C:12](Cl)(=[O:15])[CH:13]=[CH2:14].[Cl-].[Al+3].[Cl-].[Cl-]. (6) Given the product [Cl:19][C:11]1[C:10]2[C:15](=[C:6]([C:3]3[CH:4]=[CH:5][S:1][CH:2]=3)[CH:7]=[CH:8][CH:9]=2)[N:14]=[CH:13][N:12]=1, predict the reactants needed to synthesize it. The reactants are: [S:1]1[CH:5]=[CH:4][C:3]([C:6]2[CH:7]=[CH:8][CH:9]=[C:10]3[C:15]=2[N:14]=[CH:13][N:12]=[C:11]3O)=[CH:2]1.P(Cl)(Cl)([Cl:19])=O. (7) Given the product [CH:11]([C:4]1[CH:3]=[C:2]([B:17]2[O:18][C:19]([CH3:21])([CH3:20])[C:15]([CH3:31])([CH3:14])[O:16]2)[CH:7]=[C:6]([CH:8]([CH3:10])[CH3:9])[CH:5]=1)([CH3:13])[CH3:12], predict the reactants needed to synthesize it. The reactants are: Br[C:2]1[CH:7]=[C:6]([CH:8]([CH3:10])[CH3:9])[CH:5]=[C:4]([CH:11]([CH3:13])[CH3:12])[CH:3]=1.[CH3:14][C:15]1([CH3:31])[C:19]([CH3:21])([CH3:20])[O:18][B:17]([B:17]2[O:18][C:19]([CH3:21])([CH3:20])[C:15]([CH3:31])([CH3:14])[O:16]2)[O:16]1.C([O-])(=O)C.[K+].C(Cl)Cl.